This data is from CYP2D6 inhibition data for predicting drug metabolism from PubChem BioAssay. The task is: Regression/Classification. Given a drug SMILES string, predict its absorption, distribution, metabolism, or excretion properties. Task type varies by dataset: regression for continuous measurements (e.g., permeability, clearance, half-life) or binary classification for categorical outcomes (e.g., BBB penetration, CYP inhibition). Dataset: cyp2d6_veith. (1) The molecule is Cc1cccc(C(=O)N/N=C/c2ccc(OCC(=O)N3CCCCC3)cc2)c1. The result is 0 (non-inhibitor). (2) The molecule is CC(=O)N(O)CCCCCNC(=O)CCC(=O)N(O)CCCCCNC(=O)CCC(=O)N(O)CCCCCN.CS(=O)(=O)O. The result is 0 (non-inhibitor). (3) The compound is CCOc1ccc(Cc2nccc3cc(OCC)c(OCC)cc23)cc1OCC. The result is 0 (non-inhibitor). (4) The compound is O=c1[nH]c2ccccc2n1CCCN1CCC(n2c(=O)[nH]c3cc(Cl)ccc32)CC1. The result is 1 (inhibitor).